This data is from Full USPTO retrosynthesis dataset with 1.9M reactions from patents (1976-2016). The task is: Predict the reactants needed to synthesize the given product. (1) Given the product [CH2:12]([O:13][CH2:14][CH2:15][O:9][C:5]1[CH:6]=[CH:7][CH:8]=[C:3]([C:1]#[CH:2])[CH:4]=1)[CH3:11], predict the reactants needed to synthesize it. The reactants are: [C:1]([C:3]1[CH:4]=[C:5]([OH:9])[CH:6]=[CH:7][CH:8]=1)#[CH:2].Br[CH2:11][CH2:12][O:13][CH2:14][CH3:15].C([O-])([O-])=O.[Cs+].[Cs+]. (2) Given the product [C:27]([O:26][C:24]([NH:23][C@@H:13]1[CH2:14][C@@H:15]([C:18](=[O:22])[N:19]([CH3:20])[CH3:21])[CH2:16][CH2:17][C@@H:12]1[NH2:11])=[O:25])([CH3:30])([CH3:28])[CH3:29], predict the reactants needed to synthesize it. The reactants are: C(OC([NH:11][C@H:12]1[CH2:17][CH2:16][C@@H:15]([C:18](=[O:22])[N:19]([CH3:21])[CH3:20])[CH2:14][C@@H:13]1[NH:23][C:24]([O:26][C:27]([CH3:30])([CH3:29])[CH3:28])=[O:25])=O)C1C=CC=CC=1.[H][H]. (3) Given the product [CH2:6]([CH:2]1[C:3](=[O:5])[O:4][CH:9]([CH3:13])[C:10](=[O:11])[O:1]1)[CH3:7], predict the reactants needed to synthesize it. The reactants are: [OH:1][CH:2]([CH2:6][CH3:7])[C:3]([OH:5])=[O:4].Br[CH:9]([CH3:13])[C:10](Br)=[O:11].